From a dataset of NCI-60 drug combinations with 297,098 pairs across 59 cell lines. Regression. Given two drug SMILES strings and cell line genomic features, predict the synergy score measuring deviation from expected non-interaction effect. (1) Drug 1: CCC1(CC2CC(C3=C(CCN(C2)C1)C4=CC=CC=C4N3)(C5=C(C=C6C(=C5)C78CCN9C7C(C=CC9)(C(C(C8N6C=O)(C(=O)OC)O)OC(=O)C)CC)OC)C(=O)OC)O.OS(=O)(=O)O. Drug 2: CS(=O)(=O)CCNCC1=CC=C(O1)C2=CC3=C(C=C2)N=CN=C3NC4=CC(=C(C=C4)OCC5=CC(=CC=C5)F)Cl. Cell line: HOP-92. Synergy scores: CSS=29.8, Synergy_ZIP=2.69, Synergy_Bliss=6.93, Synergy_Loewe=9.54, Synergy_HSA=8.92. (2) Synergy scores: CSS=5.50, Synergy_ZIP=3.39, Synergy_Bliss=-2.25, Synergy_Loewe=3.34, Synergy_HSA=-0.550. Drug 1: CC12CCC3C(C1CCC2O)C(CC4=C3C=CC(=C4)O)CCCCCCCCCS(=O)CCCC(C(F)(F)F)(F)F. Drug 2: CC(C)CN1C=NC2=C1C3=CC=CC=C3N=C2N. Cell line: HOP-92. (3) Drug 1: C1CN1C2=NC(=NC(=N2)N3CC3)N4CC4. Drug 2: CCC1(CC2CC(C3=C(CCN(C2)C1)C4=CC=CC=C4N3)(C5=C(C=C6C(=C5)C78CCN9C7C(C=CC9)(C(C(C8N6C)(C(=O)OC)O)OC(=O)C)CC)OC)C(=O)OC)O.OS(=O)(=O)O. Cell line: M14. Synergy scores: CSS=22.8, Synergy_ZIP=0.247, Synergy_Bliss=4.74, Synergy_Loewe=0.162, Synergy_HSA=0.639. (4) Drug 1: C1CN1P(=S)(N2CC2)N3CC3. Drug 2: C(CN)CNCCSP(=O)(O)O. Cell line: SW-620. Synergy scores: CSS=17.5, Synergy_ZIP=0.0447, Synergy_Bliss=5.39, Synergy_Loewe=-50.1, Synergy_HSA=0.679. (5) Drug 1: C1=C(C(=O)NC(=O)N1)N(CCCl)CCCl. Drug 2: CC(C1=C(C=CC(=C1Cl)F)Cl)OC2=C(N=CC(=C2)C3=CN(N=C3)C4CCNCC4)N. Cell line: HCT116. Synergy scores: CSS=23.9, Synergy_ZIP=-5.79, Synergy_Bliss=-5.50, Synergy_Loewe=-5.80, Synergy_HSA=-4.55. (6) Drug 1: CC1=CC2C(CCC3(C2CCC3(C(=O)C)OC(=O)C)C)C4(C1=CC(=O)CC4)C. Drug 2: C#CCC(CC1=CN=C2C(=N1)C(=NC(=N2)N)N)C3=CC=C(C=C3)C(=O)NC(CCC(=O)O)C(=O)O. Cell line: SF-295. Synergy scores: CSS=-1.41, Synergy_ZIP=0.567, Synergy_Bliss=0.575, Synergy_Loewe=-8.75, Synergy_HSA=-2.21. (7) Drug 2: CNC(=O)C1=NC=CC(=C1)OC2=CC=C(C=C2)NC(=O)NC3=CC(=C(C=C3)Cl)C(F)(F)F. Drug 1: CC1=C(N=C(N=C1N)C(CC(=O)N)NCC(C(=O)N)N)C(=O)NC(C(C2=CN=CN2)OC3C(C(C(C(O3)CO)O)O)OC4C(C(C(C(O4)CO)O)OC(=O)N)O)C(=O)NC(C)C(C(C)C(=O)NC(C(C)O)C(=O)NCCC5=NC(=CS5)C6=NC(=CS6)C(=O)NCCC[S+](C)C)O. Cell line: SK-OV-3. Synergy scores: CSS=-4.72, Synergy_ZIP=1.41, Synergy_Bliss=0.400, Synergy_Loewe=-5.91, Synergy_HSA=-4.72. (8) Drug 1: CC1=C(C(=CC=C1)Cl)NC(=O)C2=CN=C(S2)NC3=CC(=NC(=N3)C)N4CCN(CC4)CCO. Drug 2: CC1C(C(CC(O1)OC2CC(OC(C2O)C)OC3=CC4=CC5=C(C(=O)C(C(C5)C(C(=O)C(C(C)O)O)OC)OC6CC(C(C(O6)C)O)OC7CC(C(C(O7)C)O)OC8CC(C(C(O8)C)O)(C)O)C(=C4C(=C3C)O)O)O)O. Cell line: HS 578T. Synergy scores: CSS=55.0, Synergy_ZIP=-0.902, Synergy_Bliss=-0.642, Synergy_Loewe=-5.54, Synergy_HSA=0.424. (9) Drug 1: CN(C)C1=NC(=NC(=N1)N(C)C)N(C)C. Drug 2: C(CCl)NC(=O)N(CCCl)N=O. Cell line: HOP-62. Synergy scores: CSS=1.75, Synergy_ZIP=4.76, Synergy_Bliss=13.0, Synergy_Loewe=6.20, Synergy_HSA=6.45. (10) Drug 1: CC1=CC=C(C=C1)C2=CC(=NN2C3=CC=C(C=C3)S(=O)(=O)N)C(F)(F)F. Cell line: SK-OV-3. Synergy scores: CSS=-3.40, Synergy_ZIP=0.250, Synergy_Bliss=-5.49, Synergy_Loewe=-3.04, Synergy_HSA=-7.45. Drug 2: C(CN)CNCCSP(=O)(O)O.